This data is from Full USPTO retrosynthesis dataset with 1.9M reactions from patents (1976-2016). The task is: Predict the reactants needed to synthesize the given product. Given the product [Br:3][C:4]1[CH:5]=[C:6]([NH:10][C:11]2[C:20]3[C:15](=[CH:16][C:17]([O:36][CH3:37])=[C:18]([O:21][CH2:22][CH2:23][N:24]4[CH2:29][CH2:28][N:27]([CH2:30][C:31]([OH:33])=[O:32])[CH2:26][CH2:25]4)[CH:19]=3)[N:14]=[CH:13][N:12]=2)[CH:7]=[CH:8][CH:9]=1, predict the reactants needed to synthesize it. The reactants are: [OH-].[Na+].[Br:3][C:4]1[CH:5]=[C:6]([NH:10][C:11]2[C:20]3[C:15](=[CH:16][C:17]([O:36][CH3:37])=[C:18]([O:21][CH2:22][CH2:23][N:24]4[CH2:29][CH2:28][N:27]([CH2:30][C:31]([O:33]CC)=[O:32])[CH2:26][CH2:25]4)[CH:19]=3)[N:14]=[CH:13][N:12]=2)[CH:7]=[CH:8][CH:9]=1.Cl.[Cl-].[Na+].C(#N)C.O.FC(F)(F)C(O)=O.